This data is from Forward reaction prediction with 1.9M reactions from USPTO patents (1976-2016). The task is: Predict the product of the given reaction. (1) Given the reactants FC(F)(F)S(O[C:7]1[C:8]2[CH:25]=[CH:24][N:23](S(C(F)(F)F)(=O)=O)[C:9]=2[N:10]=[C:11]([NH:13][C:14]2[CH:19]=[CH:18][C:17]([C:20]([NH2:22])=[O:21])=[CH:16][CH:15]=2)[N:12]=1)(=O)=O.[C:35](=O)([O-:37])[O-:36].[K+].[K+].[CH:41]([NH2:44])([CH3:43])[CH3:42].[OH-].[Na+].Cl, predict the reaction product. The product is: [CH:35]([OH:37])=[O:36].[CH3:42][CH:41]([NH:44][C:7]1[N:12]=[C:11]([NH:13][C:14]2[CH:19]=[CH:18][C:17]([C:20]([NH2:22])=[O:21])=[CH:16][CH:15]=2)[NH:10][C:9]2=[N:23][CH:24]=[CH:25][C:8]=12)[CH3:43]. (2) Given the reactants [F:1][C:2]1[CH:3]=[C:4]([CH:29]=[CH:30][C:31]=1[F:32])[O:5][C:6]1[N:11]=[C:10]([O:12][CH3:13])[C:9](S(C(F)(F)F)(=O)=O)=[C:8]([C:21]2[CH:26]=[CH:25][C:24]([Cl:27])=[CH:23][C:22]=2[Cl:28])[N:7]=1.[CH3:33][O:34][C:35]1[CH:36]=[C:37](B(O)O)[CH:38]=[CH:39][CH:40]=1, predict the reaction product. The product is: [F:1][C:2]1[CH:3]=[C:4]([CH:29]=[CH:30][C:31]=1[F:32])[O:5][C:6]1[N:11]=[C:10]([O:12][CH3:13])[C:9]([C:39]2[CH:38]=[CH:37][CH:36]=[C:35]([O:34][CH3:33])[CH:40]=2)=[C:8]([C:21]2[CH:26]=[CH:25][C:24]([Cl:27])=[CH:23][C:22]=2[Cl:28])[N:7]=1. (3) Given the reactants Cl[C:2]1[C:11]2[C:6](=[CH:7][CH:8]=[C:9]3[S:14](=[O:16])(=[O:15])[CH2:13][CH2:12][C:10]3=2)[N:5]=[CH:4][C:3]=1[C:17]([O:19][CH2:20][CH3:21])=[O:18].[CH3:22][N:23]([CH3:27])[CH2:24][CH2:25][NH2:26], predict the reaction product. The product is: [CH3:22][N:23]([CH3:27])[CH2:24][CH2:25][NH:26][C:2]1[C:11]2[C:6](=[CH:7][CH:8]=[C:9]3[S:14](=[O:16])(=[O:15])[CH2:13][CH2:12][C:10]3=2)[N:5]=[CH:4][C:3]=1[C:17]([O:19][CH2:20][CH3:21])=[O:18].